Dataset: Catalyst prediction with 721,799 reactions and 888 catalyst types from USPTO. Task: Predict which catalyst facilitates the given reaction. Reactant: [NH:1]([C:3]1[CH:8]=[CH:7][C:6]([S:9]([OH:12])(=[O:11])=[O:10])=[CH:5][CH:4]=1)N.[CH3:13][CH:14]([C:23](=O)[CH3:24])[CH2:15][CH2:16][CH2:17][CH2:18][CH2:19][C:20]([OH:22])=[O:21]. Product: [CH3:24][C:23]1[C:14]([CH2:15][CH2:16][CH2:17][CH2:18][CH2:19][C:20]([OH:22])=[O:21])([CH3:13])[C:8]2[C:3](=[CH:4][CH:5]=[C:6]([S:9]([OH:12])(=[O:11])=[O:10])[CH:7]=2)[N:1]=1. The catalyst class is: 15.